Dataset: Full USPTO retrosynthesis dataset with 1.9M reactions from patents (1976-2016). Task: Predict the reactants needed to synthesize the given product. (1) Given the product [F:29][C:11]1[CH:12]=[C:13]([O:17][C@H:18]2[CH2:22][CH2:21][CH2:20][C@@H:19]2[C:23]2[N:27]([CH3:28])[N:26]=[CH:25][CH:24]=2)[C:14]([CH3:16])=[CH:15][C:10]=1[S:7]([NH:6][C:30]1[CH:35]=[CH:34][N:33]=[CH:32][N:31]=1)(=[O:8])=[O:9], predict the reactants needed to synthesize it. The reactants are: COC1C=C(OC)C=CC=1C[N:6]([C:30]1[CH:35]=[CH:34][N:33]=[CH:32][N:31]=1)[S:7]([C:10]1[CH:15]=[C:14]([CH3:16])[C:13]([O:17][C@H:18]2[CH2:22][CH2:21][CH2:20][C@@H:19]2[C:23]2[N:27]([CH3:28])[N:26]=[CH:25][CH:24]=2)=[CH:12][C:11]=1[F:29])(=[O:9])=[O:8].C([SiH](CC)CC)C.FC(F)(F)C(O)=O. (2) The reactants are: [CH3:1][O:2][C:3]1[C:4]([O:25][CH3:26])=[CH:5][C:6]2[O:10][C:9]([C:11]([CH2:13][CH2:14]/[CH:15]=[C:16](\[CH3:23])/[CH2:17][CH2:18][CH:19]=[C:20]([CH3:22])[CH3:21])=[CH2:12])=[CH:8][C:7]=2[CH:24]=1.[CH3:27]O. Given the product [CH3:1][O:2][C:3]1[C:4]([O:25][CH3:26])=[CH:5][C:6]2[O:10][C:9]([CH:11]([CH2:13][CH2:14]/[CH:15]=[C:16](\[CH3:23])/[CH2:17][CH2:18][CH:19]=[C:20]([CH3:21])[CH3:22])[CH2:12][CH3:27])=[CH:8][C:7]=2[CH:24]=1, predict the reactants needed to synthesize it. (3) The reactants are: [CH3:1][O:2][C:3]1[C:8]([O:9][CH3:10])=[CH:7][CH:6]=[CH:5][N:4]=1.C([O-])(O)=O.[Na+].[Br:16]Br. Given the product [Br:16][C:6]1[CH:7]=[C:8]([O:9][CH3:10])[C:3]([O:2][CH3:1])=[N:4][CH:5]=1, predict the reactants needed to synthesize it. (4) Given the product [CH2:15]([S:18]([N:10]1[CH2:9][CH2:8][C:7]([C:2]2[CH:3]=[CH:4][CH:5]=[CH:6][N:1]=2)([C:13]#[N:14])[CH2:12][CH2:11]1)(=[O:20])=[O:19])[CH2:16][CH3:17], predict the reactants needed to synthesize it. The reactants are: [N:1]1[CH:6]=[CH:5][CH:4]=[CH:3][C:2]=1[C:7]1([C:13]#[N:14])[CH2:12][CH2:11][NH:10][CH2:9][CH2:8]1.[CH2:15]([S:18](Cl)(=[O:20])=[O:19])[CH2:16][CH3:17].[OH-].[Na+]. (5) Given the product [CH2:9]([O:16][C:17]1[CH:18]=[C:19]([C:27]2[N:32]=[C:31]([C:33]([O:35][CH3:36])=[O:34])[CH:30]=[CH:29][C:28]=2[C:40]2[CH:41]=[CH:42][CH:43]=[CH:44][C:39]=2[CH3:38])[CH:20]=[CH:21][C:22]=1[C:23]([F:24])([F:26])[F:25])[C:10]1[CH:11]=[CH:12][CH:13]=[CH:14][CH:15]=1, predict the reactants needed to synthesize it. The reactants are: [O-]S(C(F)(F)F)(=O)=O.[CH2:9]([O:16][C:17]1[CH:18]=[C:19]([C:27]2[N:32]=[C:31]([C:33]([O:35][CH3:36])=[O:34])[CH:30]=[CH:29][C:28]=2O)[CH:20]=[CH:21][C:22]=1[C:23]([F:26])([F:25])[F:24])[C:10]1[CH:15]=[CH:14][CH:13]=[CH:12][CH:11]=1.[CH3:38][C:39]1[CH:44]=[CH:43][CH:42]=[CH:41][C:40]=1B(O)O.